From a dataset of Experimentally validated miRNA-target interactions with 360,000+ pairs, plus equal number of negative samples. Binary Classification. Given a miRNA mature sequence and a target amino acid sequence, predict their likelihood of interaction. The miRNA is hsa-miR-16-5p with sequence UAGCAGCACGUAAAUAUUGGCG. Result: 1 (interaction). The protein sequence of the target gene is MKMANSLRGEVLKLYKNLLYLGRDYPKGADYFKKRLKNIFLKNKDVKNPEKIKELIAQGEFVMKELEALYFLRKYRAMKQRYYSDTNKTN.